This data is from Reaction yield outcomes from USPTO patents with 853,638 reactions. The task is: Predict the reaction yield, written as a fraction of the theoretical maximum amount of product (1.0 means a 100% yield; for example, 0.34 means a 34% yield). The reactants are Cl[C:2]1[N:7]=[C:6]([NH:8][C@H:9]([C:11]2[N:16]=[C:15]3[CH:17]=[CH:18][N:19]([CH3:20])[C:14]3=[CH:13][C:12]=2[C:21]2[N:25]([CH3:26])[N:24]=[CH:23][CH:22]=2)[CH3:10])[C:5]([C:27]#[N:28])=[CH:4][N:3]=1.[OH-].[NH4+:30]. The catalyst is O1CCOCC1. The product is [NH2:30][C:2]1[N:7]=[C:6]([NH:8][C@H:9]([C:11]2[N:16]=[C:15]3[CH:17]=[CH:18][N:19]([CH3:20])[C:14]3=[CH:13][C:12]=2[C:21]2[N:25]([CH3:26])[N:24]=[CH:23][CH:22]=2)[CH3:10])[C:5]([C:27]#[N:28])=[CH:4][N:3]=1. The yield is 0.249.